From a dataset of Catalyst prediction with 721,799 reactions and 888 catalyst types from USPTO. Predict which catalyst facilitates the given reaction. (1) Reactant: [N:1]12[CH2:8][CH2:7][C:4]([C:9]([C:17]3[CH:22]=[CH:21][CH:20]=[CH:19][CH:18]=3)([C:11]3[CH:16]=[CH:15][CH:14]=[CH:13][CH:12]=3)[OH:10])([CH2:5][CH2:6]1)[CH2:3][CH2:2]2.[Br:23][CH3:24]. Product: [Br-:23].[OH:10][C:9]([C:17]1[CH:22]=[CH:21][CH:20]=[CH:19][CH:18]=1)([C:11]1[CH:12]=[CH:13][CH:14]=[CH:15][CH:16]=1)[C:4]12[CH2:5][CH2:6][N+:1]([CH3:24])([CH2:2][CH2:3]1)[CH2:8][CH2:7]2. The catalyst class is: 23. (2) Reactant: [Si:1]([O:18][CH2:19][CH:20]([OH:25])[C:21]([NH:23][CH3:24])=[O:22])([C:14]([CH3:17])([CH3:16])[CH3:15])([C:8]1[CH:13]=[CH:12][CH:11]=[CH:10][CH:9]=1)[C:2]1[CH:7]=[CH:6][CH:5]=[CH:4][CH:3]=1.[CH3:26]I. Product: [Si:1]([O:18][CH2:19][CH:20]([O:25][CH3:26])[C:21]([NH:23][CH3:24])=[O:22])([C:14]([CH3:17])([CH3:16])[CH3:15])([C:8]1[CH:13]=[CH:12][CH:11]=[CH:10][CH:9]=1)[C:2]1[CH:3]=[CH:4][CH:5]=[CH:6][CH:7]=1. The catalyst class is: 1. (3) Reactant: [Cl:1][C:2]1[C:7]([C:8]2[CH:13]=[CH:12][N:11]=[CH:10][C:9]=2[NH:14][CH3:15])=[CH:6][C:5]([F:16])=[CH:4][N:3]=1.CCN(CC)CC.[F:24][C:25]([F:40])([F:39])[C:26]1[CH:27]=[C:28]([CH:32]=[C:33]([C:35]([F:38])([F:37])[F:36])[CH:34]=1)[C:29](Cl)=[O:30]. The catalyst class is: 2. Product: [Cl:1][C:2]1[C:7]([C:8]2[CH:13]=[CH:12][N:11]=[CH:10][C:9]=2[N:14]([CH3:15])[C:29](=[O:30])[C:28]2[CH:27]=[C:26]([C:25]([F:40])([F:39])[F:24])[CH:34]=[C:33]([C:35]([F:38])([F:37])[F:36])[CH:32]=2)=[CH:6][C:5]([F:16])=[CH:4][N:3]=1. (4) Reactant: B(Br)(Br)Br.C[O:6][C:7]1[CH:12]=[CH:11][C:10]([O:13]C)=[CH:9][C:8]=1[C:15](=[O:25])[CH2:16][C:17]1[CH:22]=[CH:21][CH:20]=[C:19]([O:23]C)[CH:18]=1.CO.O. Product: [OH:6][C:7]1[CH:12]=[CH:11][C:10]([OH:13])=[CH:9][C:8]=1[C:15](=[O:25])[CH2:16][C:17]1[CH:22]=[CH:21][CH:20]=[C:19]([OH:23])[CH:18]=1. The catalyst class is: 4. (5) Reactant: [CH3:1][O:2][C:3]([C:5]1([O:8][C:9]2[CH:14]=[CH:13][C:12]([N+:15]([O-])=O)=[C:11]([F:18])[CH:10]=2)[CH2:7][CH2:6]1)=[O:4].C(OCC)(=O)C. Product: [CH3:1][O:2][C:3]([C:5]1([O:8][C:9]2[CH:14]=[CH:13][C:12]([NH2:15])=[C:11]([F:18])[CH:10]=2)[CH2:7][CH2:6]1)=[O:4]. The catalyst class is: 8. (6) Reactant: [Br:1][C:2]1[CH:7]=[CH:6][C:5]([C:8]([CH:10]2[CH2:12][CH2:11]2)=[O:9])=[CH:4][CH:3]=1.[CH3:13][Mg+].[Br-]. Product: [Br:1][C:2]1[CH:3]=[CH:4][C:5]([C:8]([CH:10]2[CH2:11][CH2:12]2)([OH:9])[CH3:13])=[CH:6][CH:7]=1. The catalyst class is: 1. (7) Reactant: [F:1][C:2]([F:9])([F:8])[C:3](OCC)=[O:4].[Na].[Cl:11][C:12]1[CH:17]=[CH:16][C:15]([CH2:18][C:19]([O:21][CH2:22][CH3:23])=[O:20])=[C:14]([F:24])[CH:13]=1.Cl. Product: [Cl:11][C:12]1[CH:17]=[CH:16][C:15]([CH:18]([C:3](=[O:4])[C:2]([F:9])([F:8])[F:1])[C:19]([O:21][CH2:22][CH3:23])=[O:20])=[C:14]([F:24])[CH:13]=1. The catalyst class is: 28. (8) Reactant: [Br:1][C:2]1[CH:10]=[C:9]([Cl:11])[CH:8]=[CH:7][C:3]=1[C:4](O)=[O:5]. Product: [Br:1][C:2]1[CH:10]=[C:9]([Cl:11])[CH:8]=[CH:7][C:3]=1[CH2:4][OH:5]. The catalyst class is: 1. (9) Reactant: [CH2:1]([NH2:4])[CH2:2][NH2:3].[C:5]([N:9]1[C:13](=[O:14])[C:12](Cl)=[C:11]([C:16]2[CH:21]=[CH:20][CH:19]=[CH:18][CH:17]=2)[S:10]1(=[O:23])=[O:22])([CH3:8])([CH3:7])[CH3:6]. Product: [NH2:3][CH2:2][CH2:1][NH:4][C:12]1[C:13](=[O:14])[N:9]([C:5]([CH3:7])([CH3:6])[CH3:8])[S:10](=[O:23])(=[O:22])[C:11]=1[C:16]1[CH:21]=[CH:20][CH:19]=[CH:18][CH:17]=1. The catalyst class is: 31.